From a dataset of Catalyst prediction with 721,799 reactions and 888 catalyst types from USPTO. Predict which catalyst facilitates the given reaction. (1) Reactant: [F:1][C:2]1[CH:28]=[CH:27][CH:26]=[C:25]([F:29])[C:3]=1[C:4]([NH:6][C:7]1[S:8][C:9]([C:15]2[CH:20]=[CH:19][CH:18]=[C:17]([C:21]([F:24])([F:23])[F:22])[CH:16]=2)=[C:10](/[CH:12]=[N:13]\O)[N:11]=1)=[O:5].CCN(CC)CC. Product: [C:12]([C:10]1[N:11]=[C:7]([NH:6][C:4](=[O:5])[C:3]2[C:25]([F:29])=[CH:26][CH:27]=[CH:28][C:2]=2[F:1])[S:8][C:9]=1[C:15]1[CH:20]=[CH:19][CH:18]=[C:17]([C:21]([F:24])([F:22])[F:23])[CH:16]=1)#[N:13]. The catalyst class is: 2. (2) Reactant: [CH3:1][O:2][C:3]1[CH:8]=[CH:7][C:6]([C:9]2[CH:14]=[CH:13][C:12]([O:15][CH2:16][C:17]3[CH:18]=[C:19]([C:23](O)=[O:24])[O:20][C:21]=3[CH3:22])=[CH:11][CH:10]=2)=[CH:5][CH:4]=1.Cl.CN(C)CCCN=C=NCC.[C:38]1([S:44]([NH2:47])(=[O:46])=[O:45])[CH:43]=[CH:42][CH:41]=[CH:40][CH:39]=1. Product: [CH3:1][O:2][C:3]1[CH:8]=[CH:7][C:6]([C:9]2[CH:14]=[CH:13][C:12]([O:15][CH2:16][C:17]3[CH:18]=[C:19]([C:23]([NH:47][S:44]([C:38]4[CH:43]=[CH:42][CH:41]=[CH:40][CH:39]=4)(=[O:46])=[O:45])=[O:24])[O:20][C:21]=3[CH3:22])=[CH:11][CH:10]=2)=[CH:5][CH:4]=1. The catalyst class is: 154. (3) Product: [Br:1][C:2]1[CH:3]=[C:4]([NH:8][C@H:9]([C:12]2[CH:17]=[CH:16][CH:15]=[CH:14][CH:13]=2)[CH2:10][NH:11][C:27](=[O:30])[CH2:28][CH3:29])[CH:5]=[N:6][CH:7]=1. The catalyst class is: 46. Reactant: [Br:1][C:2]1[CH:3]=[C:4]([NH:8][C@H:9]([C:12]2[CH:17]=[CH:16][CH:15]=[CH:14][CH:13]=2)[CH2:10][NH2:11])[CH:5]=[N:6][CH:7]=1.C(N(CC)C(C)C)(C)C.[C:27](Cl)(=[O:30])[CH2:28][CH3:29].